Dataset: Full USPTO retrosynthesis dataset with 1.9M reactions from patents (1976-2016). Task: Predict the reactants needed to synthesize the given product. (1) Given the product [CH2:30]([NH:37][C:27]([C:26]1[C:20]2[NH:19][C:18]([C:12]3[C:13](=[O:17])[NH:14][CH:15]=[CH:16][C:11]=3[NH:10][CH2:9][CH2:8][C:4]3[CH:5]=[CH:6][CH:7]=[C:2]([Cl:1])[CH:3]=3)=[N:22][C:21]=2[CH:23]=[CH:24][CH:25]=1)=[O:29])[C:31]1[CH:36]=[CH:35][CH:34]=[CH:33][CH:32]=1, predict the reactants needed to synthesize it. The reactants are: [Cl:1][C:2]1[CH:3]=[C:4]([CH2:8][CH2:9][NH:10][C:11]2[CH:16]=[CH:15][NH:14][C:13](=[O:17])[C:12]=2[C:18]2[NH:19][C:20]3[C:26]([C:27]([OH:29])=O)=[CH:25][CH:24]=[CH:23][C:21]=3[N:22]=2)[CH:5]=[CH:6][CH:7]=1.[CH2:30]([NH2:37])[C:31]1[CH:36]=[CH:35][CH:34]=[CH:33][CH:32]=1.CCN(C(C)C)C(C)C.CN(C(ON1N=NC2C=CC=NC1=2)=[N+](C)C)C.F[P-](F)(F)(F)(F)F.FC1C=C(C=CC=1)CNC(C1C2NC(C3C(=O)NC=CC=3NC[C@@H](O)C3C=CC=CC=3)=NC=2C=CC=1)=O. (2) Given the product [C:3]([OH:5])([C:2]([F:7])([F:6])[F:1])=[O:4].[F:1][C:2]([F:7])([F:6])[C:3]([OH:5])=[O:4].[C:42]1([CH:35]([C:36]2[CH:41]=[CH:40][CH:39]=[CH:38][CH:37]=2)[CH2:34][NH:33][C:14]2[N:13]=[C:12]([NH:11][CH2:10][CH2:9][NH:8][C:55]([NH:54][CH:51]3[CH2:50][CH2:49][N:48]([C:62]4[CH:67]=[CH:66][CH:65]=[CH:64][N:63]=4)[CH2:53][CH2:52]3)=[O:56])[N:20]=[C:19]3[C:15]=2[N:16]=[CH:17][N:18]3[C@@H:21]2[CH2:25][C@H:24]([NH:26][C:27](=[O:30])[CH2:28][CH3:29])[C@@H:23]([OH:31])[C@H:22]2[OH:32])[CH:47]=[CH:46][CH:45]=[CH:44][CH:43]=1, predict the reactants needed to synthesize it. The reactants are: [F:1][C:2]([F:7])([F:6])[C:3]([OH:5])=[O:4].[NH2:8][CH2:9][CH2:10][NH:11][C:12]1[N:20]=[C:19]2[C:15]([N:16]=[CH:17][N:18]2[C@@H:21]2[CH2:25][C@H:24]([NH:26][C:27](=[O:30])[CH2:28][CH3:29])[C@@H:23]([OH:31])[C@H:22]2[OH:32])=[C:14]([NH:33][CH2:34][CH:35]([C:42]2[CH:47]=[CH:46][CH:45]=[CH:44][CH:43]=2)[C:36]2[CH:41]=[CH:40][CH:39]=[CH:38][CH:37]=2)[N:13]=1.[N:48]1([C:62]2[CH:67]=[CH:66][CH:65]=[CH:64][N:63]=2)[CH2:53][CH2:52][CH:51]([NH:54][C:55](N2C=CN=C2)=[O:56])[CH2:50][CH2:49]1. (3) Given the product [F:22][C:16]1[CH:17]=[CH:18][C:19]([F:21])=[CH:20][C:15]=1[C:13]1[CH2:12][N:11]([C:23]([N:25]([CH:26]2[CH2:27][CH2:28][N:29]([CH2:48][CH2:47][OH:46])[CH2:30][CH2:31]2)[CH3:32])=[O:24])[C:10]([CH2:9][OH:8])([C:33]2[CH:38]=[CH:37][CH:36]=[CH:35][CH:34]=2)[CH:14]=1, predict the reactants needed to synthesize it. The reactants are: [Si]([O:8][CH2:9][C:10]1([C:33]2[CH:38]=[CH:37][CH:36]=[CH:35][CH:34]=2)[CH:14]=[C:13]([C:15]2[CH:20]=[C:19]([F:21])[CH:18]=[CH:17][C:16]=2[F:22])[CH2:12][N:11]1[C:23]([N:25]([CH3:32])[CH:26]1[CH2:31][CH2:30][NH:29][CH2:28][CH2:27]1)=[O:24])(C(C)(C)C)(C)C.[Si]([O:46][CH2:47][CH:48]=O)(C(C)(C)C)(C)C.[BH3-]C#N.[Na+]. (4) Given the product [C:47]([O:51][C:52](=[O:60])[NH:53][CH:54]1[CH2:59][CH2:58][N:57]([C:44]([C:27]2[N:28]=[C:29]3[C:34]([C:35]([F:37])([F:36])[F:38])=[CH:33][C:32]([C:39]4[CH:43]=[CH:42][O:41][CH:40]=4)=[CH:31][N:30]3[C:26]=2[Cl:25])=[O:45])[CH2:56][CH2:55]1)([CH3:50])([CH3:48])[CH3:49], predict the reactants needed to synthesize it. The reactants are: CN(C(ON1N=NC2C=CC=NC1=2)=[N+](C)C)C.F[P-](F)(F)(F)(F)F.[Cl:25][C:26]1[N:30]2[CH:31]=[C:32]([C:39]3[CH:43]=[CH:42][O:41][CH:40]=3)[CH:33]=[C:34]([C:35]([F:38])([F:37])[F:36])[C:29]2=[N:28][C:27]=1[C:44](O)=[O:45].[C:47]([O:51][C:52](=[O:60])[NH:53][CH:54]1[CH2:59][CH2:58][NH:57][CH2:56][CH2:55]1)([CH3:50])([CH3:49])[CH3:48].